From a dataset of Full USPTO retrosynthesis dataset with 1.9M reactions from patents (1976-2016). Predict the reactants needed to synthesize the given product. The reactants are: [CH3:1][NH:2][C:3]([C:5]1[NH:6][C:7]2[C:12]([CH:13]=1)=[CH:11][CH:10]=[CH:9][CH:8]=2)=[O:4].[C:14]1([S:20][S:20][C:14]2[CH:19]=[CH:18][CH:17]=[CH:16][CH:15]=2)[CH:19]=[CH:18][CH:17]=[CH:16][CH:15]=1. Given the product [CH3:1][NH:2][C:3]([C:5]1[NH:6][C:7]2[C:12]([C:13]=1[S:20][C:14]1[CH:19]=[CH:18][CH:17]=[CH:16][CH:15]=1)=[CH:11][CH:10]=[CH:9][CH:8]=2)=[O:4], predict the reactants needed to synthesize it.